Dataset: Full USPTO retrosynthesis dataset with 1.9M reactions from patents (1976-2016). Task: Predict the reactants needed to synthesize the given product. (1) Given the product [CH2:40]([NH:47][C:7]([C:6]1[S:5][C:4]([N:10]2[CH:15]=[CH:14][C:13]([O:16][CH2:17][C:18]3[CH:23]=[CH:22][CH:21]=[CH:20][CH:19]=3)=[CH:12][C:11]2=[O:24])=[N:3][C:2]=1[CH3:1])=[O:9])[C:41]1[CH:46]=[CH:45][CH:44]=[CH:43][CH:42]=1, predict the reactants needed to synthesize it. The reactants are: [CH3:1][C:2]1[N:3]=[C:4]([N:10]2[CH:15]=[CH:14][C:13]([O:16][CH2:17][C:18]3[CH:23]=[CH:22][CH:21]=[CH:20][CH:19]=3)=[CH:12][C:11]2=[O:24])[S:5][C:6]=1[C:7]([OH:9])=O.CN1CCOCC1.C(OC(Cl)=O)C(C)C.[CH2:40]([NH2:47])[C:41]1[CH:46]=[CH:45][CH:44]=[CH:43][CH:42]=1. (2) Given the product [F:16][C:17]1[CH:18]=[C:19]2[C:23](=[CH:24][CH:25]=1)[N:22]([NH:26][C:13]([C:10]1[CH:9]=[N:8][C:7]([C:2]3[CH:3]=[CH:4][CH:5]=[CH:6][N:1]=3)=[N:12][CH:11]=1)=[O:14])[CH:21]=[CH:20]2, predict the reactants needed to synthesize it. The reactants are: [N:1]1[CH:6]=[CH:5][CH:4]=[CH:3][C:2]=1[C:7]1[N:12]=[CH:11][C:10]([C:13](Cl)=[O:14])=[CH:9][N:8]=1.[F:16][C:17]1[CH:18]=[C:19]2[C:23](=[CH:24][CH:25]=1)[N:22]([NH2:26])[CH:21]=[CH:20]2.C([O-])([O-])=O.[K+].[K+]. (3) Given the product [C:33]([O:32][C:30]([NH:37][C@@H:38]([CH:39]([CH3:41])[CH3:40])[C:42]([N:19]1[CH2:18][CH2:17][N:16]([C:20]([O:22][CH2:23][C:24]2[CH:25]=[CH:26][CH:27]=[CH:28][CH:29]=2)=[O:21])[CH2:15][C@H:14]1[C:12]([NH:11][C@H:1]1[C:10]2[C:5](=[CH:6][CH:7]=[CH:8][CH:9]=2)[CH2:4][CH2:3][CH2:2]1)=[O:13])=[O:43])=[O:31])([CH3:36])([CH3:35])[CH3:34], predict the reactants needed to synthesize it. The reactants are: [C@H:1]1([NH:11][C:12]([C@H:14]2[NH:19][CH2:18][CH2:17][N:16]([C:20]([O:22][CH2:23][C:24]3[CH:29]=[CH:28][CH:27]=[CH:26][CH:25]=3)=[O:21])[CH2:15]2)=[O:13])[C:10]2[C:5](=[CH:6][CH:7]=[CH:8][CH:9]=2)[CH2:4][CH2:3][CH2:2]1.[C:30]([NH:37][C@H:38]([C:42](O)=[O:43])[CH:39]([CH3:41])[CH3:40])([O:32][C:33]([CH3:36])([CH3:35])[CH3:34])=[O:31].CCN(C(C)C)C(C)C.CN(C(ON1N=NC2C=CC=CC1=2)=[N+](C)C)C.F[P-](F)(F)(F)(F)F.C1C=CC2N(O)N=NC=2C=1. (4) Given the product [Si:3]([O-:7])([O-:6])([O-:5])[O-:4].[Na+:2].[Na+:2].[Na+:2].[Na+:2], predict the reactants needed to synthesize it. The reactants are: [OH-].[Na+:2].[Si:3]([OH:7])([OH:6])([OH:5])[OH:4].